Dataset: Reaction yield outcomes from USPTO patents with 853,638 reactions. Task: Predict the reaction yield, written as a fraction of the theoretical maximum amount of product (1.0 means a 100% yield; for example, 0.34 means a 34% yield). (1) The reactants are [OH-].[Na+].Cl.[CH3:4][C:5]1[CH:10]=[CH:9][N:8]=[C:7]([SH:11])[N:6]=1.I[CH3:13]. The catalyst is O. The product is [CH3:4][C:5]1[CH:10]=[CH:9][N:8]=[C:7]([S:11][CH3:13])[N:6]=1. The yield is 0.860. (2) The reactants are [NH2:1][C:2]1[CH:7]=[CH:6][CH:5]=[CH:4][C:3]=1[S:8]([NH2:11])(=[O:10])=[O:9].[Br:12][C:13]1[CH:14]=[C:15]([S:19](Cl)(=[O:21])=[O:20])[CH:16]=[CH:17][CH:18]=1. The catalyst is C(OCC)C. The product is [Br:12][C:13]1[CH:14]=[C:15]([S:19]([NH:1][C:2]2[CH:7]=[CH:6][CH:5]=[CH:4][C:3]=2[S:8](=[O:9])(=[O:10])[NH2:11])(=[O:21])=[O:20])[CH:16]=[CH:17][CH:18]=1. The yield is 0.480. (3) The reactants are [N:1]([CH2:4][C@@H:5]([C:14]1[CH:23]=[CH:22][C:21]([O:24]CC2C=CC=CC=2)=[C:20]2[C:15]=1[CH:16]=[CH:17][C:18](=[O:32])[NH:19]2)[O:6][Si:7]([C:10]([CH3:13])([CH3:12])[CH3:11])([CH3:9])[CH3:8])=[N+]=[N-].CC1CC=CCC=1. The catalyst is C(O)C.[Pd]. The product is [NH2:1][CH2:4][C@@H:5]([C:14]1[CH:23]=[CH:22][C:21]([OH:24])=[C:20]2[C:15]=1[CH:16]=[CH:17][C:18](=[O:32])[NH:19]2)[O:6][Si:7]([C:10]([CH3:13])([CH3:12])[CH3:11])([CH3:9])[CH3:8]. The yield is 0.880. (4) The reactants are [Cl:1][C:2]1[CH:10]=[C:9]([Cl:11])[CH:8]=[CH:7][C:3]=1[C:4](Cl)=[O:5].C(N(C(C)C)CC)(C)C.[F:21][C:22]([F:31])([F:30])[C:23]1[CH:28]=[CH:27][C:26]([NH2:29])=[CH:25][CH:24]=1. The catalyst is O1CCCC1. The product is [Cl:1][C:2]1[CH:10]=[C:9]([Cl:11])[CH:8]=[CH:7][C:3]=1[C:4]([NH:29][C:26]1[CH:27]=[CH:28][C:23]([C:22]([F:21])([F:30])[F:31])=[CH:24][CH:25]=1)=[O:5]. The yield is 0.830. (5) The reactants are Cl.[OH:2][NH2:3].C[O-].[Na+].C[O:8][C:9](=O)[C:10]1[CH:15]=[CH:14][C:13]([CH2:16][N:17]2[CH:21]=[C:20]([C:22]3[CH:27]=[CH:26][C:25]([N:28]([CH3:30])[CH3:29])=[CH:24][CH:23]=3)[N:19]=[N:18]2)=[CH:12][CH:11]=1.C(O)(=O)C. The catalyst is CO.CO.ClCCl. The product is [CH3:30][N:28]([CH3:29])[C:25]1[CH:26]=[CH:27][C:22]([C:20]2[NH:19][NH:18][N:17]([CH2:16][C:13]3[CH:14]=[CH:15][C:10]([C:9]([NH:3][OH:2])=[O:8])=[CH:11][CH:12]=3)[CH:21]=2)=[CH:23][CH:24]=1. The yield is 0.250. (6) The reactants are [CH3:1][C:2]1[CH:3]=[C:4]([CH:9]=[CH:10][C:11]=1[CH:12]1[CH2:16][CH2:15][CH2:14][NH:13]1)[C:5]([O:7][CH3:8])=[O:6].[Cl:17][C:18]1[C:19]([O:31][CH2:32][O:33][CH3:34])=[CH:20][C:21]([O:27][CH2:28][O:29][CH3:30])=[C:22]([CH:26]=1)[C:23](O)=[O:24].CN1CCOCC1.Cl.CN(C)CCCN=C=NCC.ON1C2C=CC=CC=2N=N1. The catalyst is CN(C=O)C.CCOC(C)=O.O. The product is [Cl:17][C:18]1[C:19]([O:31][CH2:32][O:33][CH3:34])=[CH:20][C:21]([O:27][CH2:28][O:29][CH3:30])=[C:22]([CH:26]=1)[C:23]([N:13]1[CH2:14][CH2:15][CH2:16][CH:12]1[C:11]1[CH:10]=[CH:9][C:4]([C:5]([O:7][CH3:8])=[O:6])=[CH:3][C:2]=1[CH3:1])=[O:24]. The yield is 1.00. (7) The reactants are [CH:1]1[CH:2]=[C:3]([CH2:6][NH:7][C:8]2[C:13]([C:14]([OH:16])=O)=[CH:12][C:11]([S:17]([NH2:20])(=[O:19])=[O:18])=[C:10]([Cl:21])[CH:9]=2)[O:4][CH:5]=1.[NH:22]1[CH2:27][CH2:26][O:25][CH2:24][CH2:23]1.O[N:29]1C2C=CC=CC=2N=N1.C(Cl)CCl. The catalyst is CN(C=O)C.C(OCC)(=O)C. The product is [N:22]1([NH:29][C:14](=[O:16])[C:13]2[CH:12]=[C:11]([S:17]([NH2:20])(=[O:19])=[O:18])[C:10]([Cl:21])=[CH:9][C:8]=2[NH:7][CH2:6][C:3]2[O:4][CH:5]=[CH:1][CH:2]=2)[CH2:27][CH2:26][O:25][CH2:24][CH2:23]1. The yield is 0.800. (8) The reactants are [I:1][C:2]1[N:7]2[N:8]=[CH:9][CH:10]=[C:6]2[C:5](C(O)=O)=[CH:4][CH:3]=1.C([N:17]([CH:20](C)C)CC)(C)C.C1(P(N=[N+]=[N-])(C2C=CC=CC=2)=[O:30])C=CC=CC=1.[C:40]([OH:44])([CH3:43])([CH3:42])[CH3:41]. The catalyst is C1(C)C=CC=CC=1. The product is [C:40]([O:44][C:20](=[O:30])[NH:17][C:5]1[C:6]2[N:7]([N:8]=[CH:9][CH:10]=2)[C:2]([I:1])=[CH:3][CH:4]=1)([CH3:43])([CH3:42])[CH3:41]. The yield is 0.670. (9) The reactants are [Cl:1][C:2]1[C:3]([O:12][C:13]2[CH:18]=[C:17]([O:19][CH2:20][CH2:21][O:22][CH3:23])[CH:16]=[CH:15][C:14]=2[CH2:24][OH:25])=[N:4][CH:5]=[C:6]([C:8]([F:11])([F:10])[F:9])[CH:7]=1.C(N(CC)C(C)C)(C)C.[Cl:35][C:36]1[CH:41]=[CH:40][C:39]([S:42]([N:45]=[C:46]=[O:47])(=[O:44])=[O:43])=[CH:38][CH:37]=1.[Cl-].[NH4+]. The catalyst is O1CCCC1.CN(C)C1C=CN=CC=1.C(OCC)(=O)C. The product is [Cl:35][C:36]1[CH:37]=[CH:38][C:39]([S:42]([NH:45][C:46](=[O:47])[O:25][CH2:24][C:14]2[CH:15]=[CH:16][C:17]([O:19][CH2:20][CH2:21][O:22][CH3:23])=[CH:18][C:13]=2[O:12][C:3]2[C:2]([Cl:1])=[CH:7][C:6]([C:8]([F:9])([F:11])[F:10])=[CH:5][N:4]=2)(=[O:43])=[O:44])=[CH:40][CH:41]=1. The yield is 0.160. (10) The reactants are [Cl:1][C:2]1[S:3][CH:4]=[C:5]([CH2:7][CH2:8][CH2:9][CH2:10][CH2:11][CH3:12])[N:6]=1.[I:13]N1C(=O)CCC1=O. The catalyst is C(#N)C. The product is [Cl:1][C:2]1[S:3][C:4]([I:13])=[C:5]([CH2:7][CH2:8][CH2:9][CH2:10][CH2:11][CH3:12])[N:6]=1. The yield is 0.876.